From a dataset of Reaction yield outcomes from USPTO patents with 853,638 reactions. Predict the reaction yield, written as a fraction of the theoretical maximum amount of product (1.0 means a 100% yield; for example, 0.34 means a 34% yield). (1) The reactants are [CH3:1][C:2]([O:5][C:6]([NH:8][CH:9]1[CH2:13][NH:12][CH2:11][CH2:10]1)=[O:7])([CH3:4])[CH3:3].C(=O)([O-])[O-].[Cs+].[Cs+].Br[C:21]1[CH:22]=[C:23]([Cl:27])[CH:24]=[CH:25][CH:26]=1.C1(P(C2C=CC=CC=2)C2(P(C3C=CC=CC=3)C3C=CC=CC=3)CC=C3C(C=CC=C3)=C2C2C3C(=CC=CC=3)C=CC=2)C=CC=CC=1. The catalyst is C1(C)C=CC=CC=1. The product is [Cl:27][C:23]1[CH:22]=[C:21]([N:12]2[CH2:11][CH2:10][CH:9]([NH:8][C:6](=[O:7])[O:5][C:2]([CH3:1])([CH3:3])[CH3:4])[CH2:13]2)[CH:26]=[CH:25][CH:24]=1. The yield is 0.628. (2) The reactants are [NH2:1][C:2]1[CH:7]=[CH:6][C:5]([C:8]2[N:9]([CH2:21][CH3:22])[C:10]3[C:15]([C:16]=2[C:17]#[N:18])=[CH:14][CH:13]=[C:12]([O:19][CH3:20])[CH:11]=3)=[CH:4][CH:3]=1.C(N(CC)CC)C.[CH3:30][S:31](Cl)(=[O:33])=[O:32]. The catalyst is C1COCC1.O. The product is [C:17]([C:16]1[C:15]2[C:10](=[CH:11][C:12]([O:19][CH3:20])=[CH:13][CH:14]=2)[N:9]([CH2:21][CH3:22])[C:8]=1[C:5]1[CH:4]=[CH:3][C:2]([NH:1][S:31]([CH3:30])(=[O:33])=[O:32])=[CH:7][CH:6]=1)#[N:18]. The yield is 0.680. (3) The reactants are [CH3:1][C:2]1[C:11]2[C:6](=[CH:7][CH:8]=[CH:9][CH:10]=2)[N:5]=[CH:4][CH:3]=1.[Li].[F:13][C:14]1([C:17](=[O:29])[CH2:18][C:19]([C:22]2[CH:27]=[CH:26][C:25]([F:28])=[CH:24][CH:23]=2)([CH3:21])[CH3:20])[CH2:16][CH2:15]1. The catalyst is C1COCC1. The product is [F:13][C:14]1([C:17]([OH:29])([CH2:18][C:19]([C:22]2[CH:23]=[CH:24][C:25]([F:28])=[CH:26][CH:27]=2)([CH3:21])[CH3:20])[CH2:1][C:2]2[C:11]3[C:6](=[CH:7][CH:8]=[CH:9][CH:10]=3)[N:5]=[CH:4][CH:3]=2)[CH2:15][CH2:16]1. The yield is 0.240.